From a dataset of Full USPTO retrosynthesis dataset with 1.9M reactions from patents (1976-2016). Predict the reactants needed to synthesize the given product. (1) Given the product [C:1]([O:5][C:6](=[O:34])[NH:7][C:8]([CH3:33])([CH3:32])[CH2:9][NH:10][C:11]1[C:20]2[C:15](=[CH:16][CH:17]=[C:18]([O:21][CH2:22][C:23]3[CH:28]=[CH:27][CH:26]=[CH:25][CH:24]=3)[CH:19]=2)[N:14]=[CH:13][C:12]=1[NH2:29])([CH3:4])([CH3:2])[CH3:3], predict the reactants needed to synthesize it. The reactants are: [C:1]([O:5][C:6](=[O:34])[NH:7][C:8]([CH3:33])([CH3:32])[CH2:9][NH:10][C:11]1[C:20]2[C:15](=[CH:16][CH:17]=[C:18]([O:21][CH2:22][C:23]3[CH:28]=[CH:27][CH:26]=[CH:25][CH:24]=3)[CH:19]=2)[N:14]=[CH:13][C:12]=1[N+:29]([O-])=O)([CH3:4])([CH3:3])[CH3:2].[H][H]. (2) Given the product [Cl:38][C:26]1[C:25]([OH:28])=[C:24]2[C:19]([CH:20]=[CH:21][CH:22]=[N:23]2)=[C:18]([S:15]([N:12]2[CH2:11][CH2:10][N:9]([CH2:8][C:5]3[CH:6]=[CH:7][C:2]([F:1])=[CH:3][CH:4]=3)[CH2:14][CH2:13]2)(=[O:17])=[O:16])[CH:27]=1, predict the reactants needed to synthesize it. The reactants are: [F:1][C:2]1[CH:7]=[CH:6][C:5]([CH2:8][N:9]2[CH2:14][CH2:13][N:12]([S:15]([C:18]3[CH:27]=[CH:26][C:25]([OH:28])=[C:24]4[C:19]=3[CH:20]=[CH:21][CH:22]=[N:23]4)(=[O:17])=[O:16])[CH2:11][CH2:10]2)=[CH:4][CH:3]=1.CCN(C(C)C)C(C)C.[Cl:38]N1C(=O)CCC1=O. (3) Given the product [C:1]([O:8][CH2:7][C:6]([F:12])([F:5])[CH:9]([F:11])[F:10])(=[O:3])[CH3:2], predict the reactants needed to synthesize it. The reactants are: [C:1](Cl)(=[O:3])[CH3:2].[F:5][C:6]([F:12])([CH:9]([F:11])[F:10])[CH2:7][OH:8].Cl.[OH-].[Na+]. (4) Given the product [Cl:1][C:2]1[CH:3]=[CH:4][C:5]([C:36]#[N:37])=[C:6]([C:8]2[C:9]3[C:34](=[O:35])[CH2:33][CH2:32][C:10]=3[N:11]([CH2:15][C:16]([NH:18][C:19]3[CH:31]=[CH:30][C:22]([C:23]([OH:25])=[O:24])=[CH:21][CH:20]=3)=[O:17])[C:12](=[O:14])[CH:13]=2)[CH:7]=1, predict the reactants needed to synthesize it. The reactants are: [Cl:1][C:2]1[CH:3]=[CH:4][C:5]([C:36]#[N:37])=[C:6]([C:8]2[C:9]3[C:34](=[O:35])[CH2:33][CH2:32][C:10]=3[N:11]([CH2:15][C:16]([NH:18][C:19]3[CH:31]=[CH:30][C:22]([C:23]([O:25]C(C)(C)C)=[O:24])=[CH:21][CH:20]=3)=[O:17])[C:12](=[O:14])[CH:13]=2)[CH:7]=1.C(O)(C(F)(F)F)=O. (5) Given the product [CH:4]([OH:6])=[O:5].[F:27][C:28]1[C:32]([C:33]2[CH:34]=[N:35][C:36]([O:39][CH3:40])=[CH:37][CH:38]=2)=[N:31][NH:30][C:29]=1[NH:41][C:4](=[O:6])[CH2:3][CH:2]([CH3:1])[CH2:7][N:8]1[CH2:13][CH2:12][CH2:11][CH2:10][CH2:9]1, predict the reactants needed to synthesize it. The reactants are: [CH3:1][CH:2]([CH2:7][N:8]1[CH2:13][CH2:12][CH2:11][CH2:10][CH2:9]1)[CH2:3][C:4]([OH:6])=[O:5].C1N=CN(C(N2C=NC=C2)=O)C=1.Cl.[F:27][C:28]1[C:32]([C:33]2[CH:34]=[N:35][C:36]([O:39][CH3:40])=[CH:37][CH:38]=2)=[N:31][NH:30][C:29]=1[NH2:41].CCN(CC)CC.